This data is from Forward reaction prediction with 1.9M reactions from USPTO patents (1976-2016). The task is: Predict the product of the given reaction. (1) Given the reactants [CH2:1]([C:3]1[NH:4][C:5](=[O:27])[C:6]([CH2:12][C:13]2[CH:18]=[CH:17][C:16]([C:19]3[C:20]([C:25]#[N:26])=[CH:21][CH:22]=[CH:23][CH:24]=3)=[CH:15][CH:14]=2)=[C:7]([CH2:9][CH2:10][CH3:11])[N:8]=1)[CH3:2].[CH3:28][C:29]1([CH3:41])[CH2:33][C:32]2[CH:34]=[C:35](B(O)O)[CH:36]=[CH:37][C:31]=2[O:30]1.N1C=CC=CC=1.C(N(CC)CC)C, predict the reaction product. The product is: [CH3:28][C:29]1([CH3:41])[CH2:33][C:32]2[CH:34]=[C:35]([N:4]3[C:5](=[O:27])[C:6]([CH2:12][C:13]4[CH:18]=[CH:17][C:16]([C:19]5[C:20]([C:25]#[N:26])=[CH:21][CH:22]=[CH:23][CH:24]=5)=[CH:15][CH:14]=4)=[C:7]([CH2:9][CH2:10][CH3:11])[N:8]=[C:3]3[CH2:1][CH3:2])[CH:36]=[CH:37][C:31]=2[O:30]1. (2) The product is: [CH:28]1([NH:34][C:3]([C:4]2[CH:10]=[C:11]([C:13]3[CH:18]=[CH:17][CH:16]=[C:15]([C:19]([F:22])([F:21])[F:20])[CH:14]=3)[N:27]([CH2:26][CH:23]3[CH2:25][CH2:24]3)[C:5]=2[CH3:6])=[O:2])[CH2:33][CH2:32][CH2:31][CH2:30][CH2:29]1. Given the reactants C[O:2][C:3](=O)[CH2:4][C:5](=O)[CH3:6].Br[CH2:10][C:11]([C:13]1[CH:18]=[CH:17][CH:16]=[C:15]([C:19]([F:22])([F:21])[F:20])[CH:14]=1)=O.[CH:23]1([CH2:26][NH2:27])[CH2:25][CH2:24]1.[CH:28]1([NH2:34])[CH2:33][CH2:32][CH2:31][CH2:30][CH2:29]1, predict the reaction product. (3) The product is: [CH3:1][O:2][C:3]1[CH:21]=[CH:20][C:6]([C:7]([C:9]2[C:18](=[O:19])[C:17]3[C:12](=[N:13][CH:14]=[CH:15][CH:16]=3)[N:11]([CH2:34][C:35]3[N:40]=[C:39]([C:41]#[N:42])[CH:38]=[CH:37][CH:36]=3)[CH:10]=2)=[O:8])=[CH:5][C:4]=1[CH3:22]. Given the reactants [CH3:1][O:2][C:3]1[CH:21]=[CH:20][C:6]([C:7]([C:9]2[C:18](=[O:19])[C:17]3[C:12](=[N:13][CH:14]=[CH:15][CH:16]=3)[NH:11][CH:10]=2)=[O:8])=[CH:5][C:4]=1[CH3:22].C[Si]([N-][Si](C)(C)C)(C)C.[K+].Br[CH2:34][C:35]1[N:40]=[C:39]([C:41]#[N:42])[CH:38]=[CH:37][CH:36]=1, predict the reaction product. (4) Given the reactants Br[C:2]1[CH:10]=[CH:9][C:5]([C:6]([OH:8])=[O:7])=[C:4]([N+:11]([O-:13])=[O:12])[CH:3]=1.[CH3:14][O:15][C:16]1[CH:17]=[C:18](OB(O)O)[CH:19]=[CH:20][CH:21]=1, predict the reaction product. The product is: [CH3:14][O:15][C:16]1[CH:21]=[C:20]([C:2]2[CH:10]=[CH:9][C:5]([C:6]([OH:8])=[O:7])=[C:4]([N+:11]([O-:13])=[O:12])[CH:3]=2)[CH:19]=[CH:18][CH:17]=1.